This data is from Forward reaction prediction with 1.9M reactions from USPTO patents (1976-2016). The task is: Predict the product of the given reaction. (1) Given the reactants [CH2:1]([CH:8]([N:13]1[C:21](=[O:22])[C:20]2[C:15](=[CH:16][CH:17]=[CH:18][CH:19]=2)[C:14]1=[O:23])[CH2:9][C:10](=[O:12])[CH3:11])[C:2]1[CH:7]=[CH:6][CH:5]=[CH:4][CH:3]=1.[CH2:24](O)[CH2:25][OH:26].CC1C=CC(S(O)(=O)=O)=CC=1.C([O-])(O)=O.[Na+], predict the reaction product. The product is: [CH2:1]([CH:8]([N:13]1[C:14](=[O:23])[C:15]2[C:20](=[CH:19][CH:18]=[CH:17][CH:16]=2)[C:21]1=[O:22])[CH2:9][C:10]1([CH3:11])[O:26][CH2:25][CH2:24][O:12]1)[C:2]1[CH:3]=[CH:4][CH:5]=[CH:6][CH:7]=1. (2) Given the reactants [OH:1][CH2:2][C:3]1[N:4]=[C:5]([S:8][CH2:9][CH2:10][C:11]([F:15])=[C:12]([F:14])[F:13])[O:6][CH:7]=1.C(N(CC)CC)C.[C:23](Cl)(=[O:25])[CH3:24], predict the reaction product. The product is: [C:23]([O:1][CH2:2][C:3]1[N:4]=[C:5]([S:8][CH2:9][CH2:10][C:11]([F:15])=[C:12]([F:14])[F:13])[O:6][CH:7]=1)(=[O:25])[CH3:24]. (3) Given the reactants [ClH:1].C(OCC)(=O)C.[Cl:8][C:9]1[CH:14]=[CH:13][C:12]([CH:15]2[CH2:20][N:19](C(OC(C)(C)C)=O)[CH2:18][C:17]([CH3:29])([CH3:28])[NH:16]2)=[CH:11][CH:10]=1, predict the reaction product. The product is: [ClH:8].[ClH:1].[Cl:8][C:9]1[CH:10]=[CH:11][C:12]([CH:15]2[CH2:20][NH:19][CH2:18][C:17]([CH3:29])([CH3:28])[NH:16]2)=[CH:13][CH:14]=1.